Dataset: Full USPTO retrosynthesis dataset with 1.9M reactions from patents (1976-2016). Task: Predict the reactants needed to synthesize the given product. (1) Given the product [CH3:3][O:4][C:5](=[O:10])[C:6]([C:15]1[CH:16]=[CH:17][C:12]([Cl:11])=[CH:13][C:14]=1[N+:19]([O-:21])=[O:20])=[C:7]([OH:8])[CH3:9], predict the reactants needed to synthesize it. The reactants are: [H-].[Na+].[CH3:3][O:4][C:5](=[O:10])[CH2:6][C:7]([CH3:9])=[O:8].[Cl:11][C:12]1[CH:17]=[CH:16][C:15](F)=[C:14]([N+:19]([O-:21])=[O:20])[CH:13]=1.Cl. (2) Given the product [N:25]1([C:23]([C@@H:19]2[CH2:20][CH2:21][CH2:22][N:17]([C:13]3[N:14]=[C:15]4[NH:16][C:32]([C:31]([Cl:37])([Cl:36])[Cl:30])=[N:9][C:10]4=[CH:11][CH:12]=3)[CH2:18]2)=[O:24])[CH2:29][CH2:28][CH2:27][CH2:26]1, predict the reactants needed to synthesize it. The reactants are: C(O)C(F)(F)F.Cl.Cl.[NH2:9][C:10]1[CH:11]=[CH:12][C:13]([N:17]2[CH2:22][CH2:21][CH2:20][C@@H:19]([C:23]([N:25]3[CH2:29][CH2:28][CH2:27][CH2:26]3)=[O:24])[CH2:18]2)=[N:14][C:15]=1[NH2:16].[Cl:30][C:31]([Cl:37])([Cl:36])[C:32](=N)OC. (3) Given the product [CH3:1][O:2][CH:3]1[CH2:10][CH:9]2[CH:5]([CH2:6][CH:7]([NH:11][CH2:13][C:14]([N:16]3[CH2:20][CH2:19][CH2:18][CH:17]3[C:21]#[N:22])=[O:15])[CH2:8]2)[CH2:4]1, predict the reactants needed to synthesize it. The reactants are: [CH3:1][O:2][CH:3]1[CH2:10][CH:9]2[CH:5]([CH2:6][CH:7]([NH2:11])[CH2:8]2)[CH2:4]1.Cl[CH2:13][C:14]([N:16]1[CH2:20][CH2:19][CH2:18][CH:17]1[C:21]#[N:22])=[O:15].C(=O)([O-])[O-].[K+].[K+].[I-].[K+].[OH-].[Na+].